From a dataset of Forward reaction prediction with 1.9M reactions from USPTO patents (1976-2016). Predict the product of the given reaction. Given the reactants [H-].[Na+].[C:3]([O:10][CH3:11])(=[O:9])[CH2:4][C:5]([O:7][CH3:8])=[O:6].F[C:13]1[CH:18]=[CH:17][C:16]([NH:19][C:20]2[CH:25]=[CH:24][CH:23]=[C:22]([N+:26]([O-:28])=[O:27])[CH:21]=2)=[CH:15][C:14]=1[N+:29]([O-:31])=[O:30], predict the reaction product. The product is: [CH3:8][O:7][C:5](=[O:6])[CH:4]([C:13]1[CH:18]=[CH:17][C:16]([NH:19][C:20]2[CH:25]=[CH:24][CH:23]=[C:22]([N+:26]([O-:28])=[O:27])[CH:21]=2)=[CH:15][C:14]=1[N+:29]([O-:31])=[O:30])[C:3]([O:10][CH3:11])=[O:9].